This data is from Reaction yield outcomes from USPTO patents with 853,638 reactions. The task is: Predict the reaction yield, written as a fraction of the theoretical maximum amount of product (1.0 means a 100% yield; for example, 0.34 means a 34% yield). The reactants are [F:1][C:2]([F:19])([F:18])[C:3]1[CH:4]=[C:5]([C:9](=O)[CH2:10][C:11](=O)[C:12]([F:15])([F:14])[F:13])[CH:6]=[CH:7][CH:8]=1.[NH2:20][C:21]1[N:22]=[CH:23][NH:24][C:25]=1[C:26]#[N:27]. No catalyst specified. The product is [F:1][C:2]([F:19])([F:18])[C:3]1[CH:4]=[C:5]([C:9]2[CH:10]=[C:11]([C:12]([F:15])([F:14])[F:13])[N:22]3[CH:23]=[N:24][C:25]([C:26]#[N:27])=[C:21]3[N:20]=2)[CH:6]=[CH:7][CH:8]=1. The yield is 0.350.